Dataset: Reaction yield outcomes from USPTO patents with 853,638 reactions. Task: Predict the reaction yield, written as a fraction of the theoretical maximum amount of product (1.0 means a 100% yield; for example, 0.34 means a 34% yield). The reactants are Cl.[OH:2][C:3]([CH:6]1[CH2:11][CH2:10][CH2:9][N:8](C(OC(C)(C)C)=O)[CH2:7]1)([CH3:5])[CH3:4]. The catalyst is CO. The product is [CH3:4][C:3]([CH3:5])([CH:6]1[CH2:11][CH2:10][CH2:9][NH:8][CH2:7]1)[OH:2]. The yield is 0.600.